From a dataset of Catalyst prediction with 721,799 reactions and 888 catalyst types from USPTO. Predict which catalyst facilitates the given reaction. (1) Reactant: Cl[C:2]1[N:7]=[C:6]([CH3:8])[CH:5]=[C:4]([CH3:9])[N:3]=1.[NH:10]1[CH2:14][CH2:13][CH2:12][CH2:11]1.C(N(CC)CC)C. Product: [CH3:9][C:4]1[CH:5]=[C:6]([CH3:8])[N:7]=[C:2]([N:10]2[CH2:14][CH2:13][CH2:12][CH2:11]2)[N:3]=1. The catalyst class is: 40. (2) Reactant: CN1C[CH2:6][O:5]CC1.[CH3:8][CH:9]1[CH2:14]C(C)CN[CH2:10]1.[OH2:16].O[N:18]1[C:22]2[CH:23]=[CH:24][CH:25]=[CH:26]C=2N=N1.Cl.CN(C)CCCN=C=NCC. Product: [C:6]([N:18]1[CH2:22][CH2:23][CH2:24][CH2:25][CH2:26]1)([O:5][C:9]([CH3:14])([CH3:10])[CH3:8])=[O:16]. The catalyst class is: 44. (3) Product: [O:12]1[CH2:16][CH2:15][CH2:14][C@@H:13]1[CH2:17][O:1][C:2]1[CH:3]=[C:4]2[C:8](=[CH:9][CH:10]=1)[C:7](=[O:11])[CH2:6][CH2:5]2. Reactant: [OH:1][C:2]1[CH:3]=[C:4]2[C:8](=[CH:9][CH:10]=1)[C:7](=[O:11])[CH2:6][CH2:5]2.[O:12]1[CH2:16][CH2:15][CH2:14][C@@H:13]1[CH2:17]OS(C)(=O)=O.O. The catalyst class is: 3. (4) Reactant: [CH:1]12[O:10][CH:7]([CH2:8][CH2:9]1)[CH:6]1[CH:2]2[C:3](=O)[NH:4][C:5]1=O.[H-].[Al+3].[Li+].[H-].[H-].[H-].[Cl-].[Na+]. Product: [CH:7]12[O:10][CH:1]([CH2:9][CH2:8]1)[CH:2]1[CH:6]2[CH2:5][NH:4][CH2:3]1. The catalyst class is: 1.